From a dataset of Peptide-MHC class I binding affinity with 185,985 pairs from IEDB/IMGT. Regression. Given a peptide amino acid sequence and an MHC pseudo amino acid sequence, predict their binding affinity value. This is MHC class I binding data. (1) The peptide sequence is ITMYVAFEQ. The MHC is HLA-A11:01 with pseudo-sequence HLA-A11:01. The binding affinity (normalized) is 0.0847. (2) The MHC is HLA-A30:01 with pseudo-sequence HLA-A30:01. The binding affinity (normalized) is 0. The peptide sequence is LCLSGDGWPY. (3) The peptide sequence is GLISLILQI. The MHC is HLA-A02:03 with pseudo-sequence HLA-A02:03. The binding affinity (normalized) is 0.844. (4) The peptide sequence is IQRRGAQFQ. The MHC is HLA-B07:02 with pseudo-sequence HLA-B07:02. The binding affinity (normalized) is 0.0847.